The task is: Predict the product of the given reaction.. This data is from Forward reaction prediction with 1.9M reactions from USPTO patents (1976-2016). (1) Given the reactants [F:1][C:2]1[CH:3]=[C:4]([CH:15]=[CH:16][C:17]=1[NH:18][C:19]([C:21]1([C:24](=[O:33])[NH:25][C:26]2[CH:31]=[CH:30][C:29]([F:32])=[CH:28][CH:27]=2)[CH2:23][CH2:22]1)=[O:20])[O:5][C:6]1[CH:11]=[CH:10][N:9]=[C:8](C(N)=O)[CH:7]=1.O.C[N:36](C)C=O, predict the reaction product. The product is: [NH2:36][C:8]1[CH:7]=[C:6]([O:5][C:4]2[CH:15]=[CH:16][C:17]([NH:18][C:19]([C:21]3([C:24]([NH:25][C:26]4[CH:31]=[CH:30][C:29]([F:32])=[CH:28][CH:27]=4)=[O:33])[CH2:22][CH2:23]3)=[O:20])=[C:2]([F:1])[CH:3]=2)[CH:11]=[CH:10][N:9]=1. (2) Given the reactants [C:1]1([S:7]([C:10]2[S:11][CH:12]=[CH:13][C:14]=2[CH:15]=O)(=[O:9])=[O:8])[CH:6]=[CH:5][CH:4]=[CH:3][CH:2]=1.[CH3:17][O:18][C:19](=[O:32])[CH2:20][N:21]1[C:29]2[C:24](=[CH:25][C:26]([F:30])=[CH:27][CH:28]=2)[CH:23]=[C:22]1[CH3:31], predict the reaction product. The product is: [CH3:17][O:18][C:19](=[O:32])[CH2:20][N:21]1[C:29]2[C:24](=[CH:25][C:26]([F:30])=[CH:27][CH:28]=2)[C:23]([CH2:15][C:14]2[CH:13]=[CH:12][S:11][C:10]=2[S:7]([C:1]2[CH:2]=[CH:3][CH:4]=[CH:5][CH:6]=2)(=[O:8])=[O:9])=[C:22]1[CH3:31]. (3) The product is: [Cl:1][C:2]1[N:7]=[C:6]([C:16]2[CH:15]=[CH:14][CH:13]=[C:12]([N+:9]([O-:11])=[O:10])[CH:17]=2)[CH:5]=[CH:4][N:3]=1. Given the reactants [Cl:1][C:2]1[N:7]=[C:6](Cl)[CH:5]=[CH:4][N:3]=1.[N+:9]([C:12]1[CH:13]=[C:14](B(O)O)[CH:15]=[CH:16][CH:17]=1)([O-:11])=[O:10].C(=O)([O-])[O-].[Na+].[Na+].C(OCC)(=O)C, predict the reaction product. (4) Given the reactants [CH2:1]([O:8][C:9]([N:11]1[CH2:15][CH2:14][CH2:13][C@H:12]1[C:16](=[O:32])[NH:17][C:18]1[S:19][C:20]([C:23]2[CH:28]=[CH:27][C:26]([C:29](O)=[O:30])=[CH:25][CH:24]=2)=[CH:21][N:22]=1)=[O:10])[C:2]1[CH:7]=[CH:6][CH:5]=[CH:4][CH:3]=1.CN(C(ON1N=NC2C=CC=NC1=2)=[N+](C)C)C.F[P-](F)(F)(F)(F)F.[CH:57]1([NH2:62])[CH2:61][CH2:60][CH2:59][CH2:58]1, predict the reaction product. The product is: [CH2:1]([O:8][C:9]([N:11]1[CH2:15][CH2:14][CH2:13][C@H:12]1[C:16](=[O:32])[NH:17][C:18]1[S:19][C:20]([C:23]2[CH:28]=[CH:27][C:26]([C:29](=[O:30])[NH:62][CH:57]3[CH2:61][CH2:60][CH2:59][CH2:58]3)=[CH:25][CH:24]=2)=[CH:21][N:22]=1)=[O:10])[C:2]1[CH:7]=[CH:6][CH:5]=[CH:4][CH:3]=1.